Dataset: Full USPTO retrosynthesis dataset with 1.9M reactions from patents (1976-2016). Task: Predict the reactants needed to synthesize the given product. (1) Given the product [F:22][C:23]([F:28])([F:27])[C:24]([O-:26])=[O:25].[Cl:1][CH2:2][CH2:3][CH2:4][CH2:5][CH2:6][CH2:7][O:8][CH2:9][CH2:10][O:11][CH2:12][CH2:13][NH3+:14], predict the reactants needed to synthesize it. The reactants are: [Cl:1][CH2:2][CH2:3][CH2:4][CH2:5][CH2:6][CH2:7][O:8][CH2:9][CH2:10][O:11][CH2:12][CH2:13][NH:14]C(=O)OC(C)(C)C.[F:22][C:23]([F:28])([F:27])[C:24]([OH:26])=[O:25].ClCCl.CO. (2) Given the product [NH2:7][C:8]1[N:9]([CH3:23])[C:10](=[O:22])[CH2:11][C@:12]([C:15]2[CH:16]=[C:17]([NH:21][C:32]([C:28]3[CH:27]=[C:26]([Cl:25])[CH:31]=[CH:30][N:29]=3)=[O:33])[CH:18]=[CH:19][CH:20]=2)([CH3:14])[N:13]=1, predict the reactants needed to synthesize it. The reactants are: C(OC(=O)[NH:7][C:8]1[N:9]([CH3:23])[C:10](=[O:22])[CH2:11][C@:12]([C:15]2[CH:20]=[CH:19][CH:18]=[C:17]([NH2:21])[CH:16]=2)([CH3:14])[N:13]=1)(C)(C)C.[Cl:25][C:26]1[CH:31]=[CH:30][N:29]=[C:28]([C:32](O)=[O:33])[CH:27]=1. (3) Given the product [F:1][C:2]1[C:3]([F:16])=[CH:4][C:5]2[C:6]3[CH2:14][N:13]([CH3:15])[CH2:12][CH2:11][C:7]=3[N:8](/[CH:34]=[C:35](/[C:37]3[CH:42]=[N:41][C:40]([CH3:43])=[CH:39][CH:38]=3)\[CH3:36])[C:9]=2[CH:10]=1, predict the reactants needed to synthesize it. The reactants are: [F:1][C:2]1[C:3]([F:16])=[CH:4][C:5]2[C:6]3[CH2:14][N:13]([CH3:15])[CH2:12][CH2:11][C:7]=3[NH:8][C:9]=2[CH:10]=1.N1CCC[C@H]1C(O)=O.P([O-])([O-])([O-])=O.[K+].[K+].[K+].Br[CH:34]=[C:35]([C:37]1[CH:38]=[CH:39][C:40]([CH3:43])=[N:41][CH:42]=1)[CH3:36]. (4) Given the product [CH3:24][C:21]1[CH:22]=[CH:23][C:18]([C:17]2[C:8]([C:5]3[CH:4]=[CH:3][C:2]([CH3:1])=[CH:7][CH:6]=3)=[N:9][C:10]3[C:11](=[CH:12][CH:13]=[C:14]([NH2:25])[C:15]=3[C:13]3[CH:14]=[CH:15][C:10]([NH2:9])=[CH:11][CH:12]=3)[N:16]=2)=[CH:19][CH:20]=1, predict the reactants needed to synthesize it. The reactants are: [CH3:1][C:2]1[CH:7]=[CH:6][C:5]([C:8]2[C:17]([C:18]3[CH:23]=[CH:22][C:21]([CH3:24])=[CH:20][CH:19]=3)=[N:16][C:15]3[C:10](=[CH:11][CH:12]=[CH:13][C:14]=3[NH:25]C3C=CC([N+]([O-])=O)=CC=3)[N:9]=2)=[CH:4][CH:3]=1.